From a dataset of Reaction yield outcomes from USPTO patents with 853,638 reactions. Predict the reaction yield, written as a fraction of the theoretical maximum amount of product (1.0 means a 100% yield; for example, 0.34 means a 34% yield). (1) The reactants are [NH2:1][C:2]1[C:3]([NH:21][C@@H:22]2[C@H:26]([CH2:27][CH3:28])[CH2:25][C@H:24]([NH:29][S:30]([CH:33]3[CH2:35][CH2:34]3)(=[O:32])=[O:31])[CH2:23]2)=[C:4]2[CH:10]=[CH:9][N:8]([S:11]([C:14]3[CH:20]=[CH:19][C:17]([CH3:18])=[CH:16][CH:15]=3)(=[O:13])=[O:12])[C:5]2=[N:6][CH:7]=1.[CH:36](OC)(OC)OC.O.C1(C)C=CC(S(O)(=O)=O)=CC=1. The catalyst is CO.CCOC(C)=O. The product is [CH2:27]([C@H:26]1[C@@H:22]([N:21]2[C:3]3=[C:4]4[CH:10]=[CH:9][N:8]([S:11]([C:14]5[CH:15]=[CH:16][C:17]([CH3:18])=[CH:19][CH:20]=5)(=[O:12])=[O:13])[C:5]4=[N:6][CH:7]=[C:2]3[N:1]=[CH:36]2)[CH2:23][C@@H:24]([NH:29][S:30]([CH:33]2[CH2:35][CH2:34]2)(=[O:31])=[O:32])[CH2:25]1)[CH3:28]. The yield is 0.760. (2) The reactants are [N+:1]([C:4]1[C:12]2[N:11]([CH2:13][CH:14]([OH:16])[CH3:15])[N:10]=[C:9]3[CH2:17][CH2:18][CH2:19][C:7]([C:8]=23)=[CH:6][CH:5]=1)([O-])=O. The catalyst is C(O)C. The product is [NH2:1][C:4]1[C:12]2[N:11]([CH2:13][CH:14]([OH:16])[CH3:15])[N:10]=[C:9]3[CH2:17][CH2:18][CH2:19][C:7]([C:8]=23)=[CH:6][CH:5]=1. The yield is 0.990. (3) The reactants are [NH:1]1[C:5]2=[N+:6]([O-])[CH:7]=[CH:8][CH:9]=[C:4]2[CH:3]=[CH:2]1.CS([Cl:15])(=O)=O.[OH-].[Na+]. The catalyst is CN(C)C=O.O. The product is [Cl:15][C:9]1[CH:8]=[CH:7][N:6]=[C:5]2[NH:1][CH:2]=[CH:3][C:4]=12. The yield is 0.830.